Dataset: Aqueous solubility values for 9,982 compounds from the AqSolDB database. Task: Regression/Classification. Given a drug SMILES string, predict its absorption, distribution, metabolism, or excretion properties. Task type varies by dataset: regression for continuous measurements (e.g., permeability, clearance, half-life) or binary classification for categorical outcomes (e.g., BBB penetration, CYP inhibition). For this dataset (solubility_aqsoldb), we predict Y. (1) The compound is CC(C)C1(NC(=O)C2CC3c4cccc5[nH]cc(c45)CC3N(C)C2)OC2(O)C3CCCN3C(=O)C(Cc3ccccc3)N2C1=O. The Y is -5.27 log mol/L. (2) The drug is COc1cc(OC)c2c(c1Cl)O[C@]1(C2=O)C(OC)CC(=O)C[C@H]1C. The Y is -4.61 log mol/L. (3) The molecule is CC(C)CC(C)CO. The Y is -1.60 log mol/L. (4) The molecule is CCOC(=S)SC(C)C(=O)O. The Y is -1.45 log mol/L. (5) The drug is O=C(OC1CCCCC1)c1ccccc1O. The Y is -4.55 log mol/L. (6) The molecule is C[C@]12CC[C@@H]3c4ccc(O)cc4CC[C@H]3[C@@H]1CC[C@H]2O. The Y is -4.84 log mol/L. (7) The compound is NC(=S)SCC(=O)O. The Y is -0.748 log mol/L. (8) The compound is CN1CCN(Cc2ccc(Cl)nc2)C1=NC#N. The Y is -2.13 log mol/L. (9) The Y is -3.53 log mol/L. The compound is CC(C)(C)CC(C)(C)CC(=O)[O-].CC(C)(C)CC(C)(C)CC(=O)[O-].[Zn+2]. (10) The drug is Cc1cc(=O)n(-c2ccccc2)n1C. The Y is -0.564 log mol/L.